From a dataset of CYP3A4 inhibition data for predicting drug metabolism from PubChem BioAssay. Regression/Classification. Given a drug SMILES string, predict its absorption, distribution, metabolism, or excretion properties. Task type varies by dataset: regression for continuous measurements (e.g., permeability, clearance, half-life) or binary classification for categorical outcomes (e.g., BBB penetration, CYP inhibition). Dataset: cyp3a4_veith. (1) The compound is CCC/C=C(\CCC)C(NP(=O)(c1ccccc1)c1ccccc1)c1ccc(C(F)(F)F)cc1. The result is 1 (inhibitor). (2) The compound is CN(C)C=C1C(=O)N(C2CCCCC2)C(=O)N(C2CCCCC2)C1=O. The result is 0 (non-inhibitor). (3) The result is 1 (inhibitor). The compound is Cc1cccc(Cn2ncc(Cl)c(Cl)c2=O)c1.